Dataset: NCI-60 drug combinations with 297,098 pairs across 59 cell lines. Task: Regression. Given two drug SMILES strings and cell line genomic features, predict the synergy score measuring deviation from expected non-interaction effect. (1) Drug 1: C#CCC(CC1=CN=C2C(=N1)C(=NC(=N2)N)N)C3=CC=C(C=C3)C(=O)NC(CCC(=O)O)C(=O)O. Drug 2: CC1CCCC2(C(O2)CC(NC(=O)CC(C(C(=O)C(C1O)C)(C)C)O)C(=CC3=CSC(=N3)C)C)C. Cell line: NCI-H522. Synergy scores: CSS=57.8, Synergy_ZIP=5.04, Synergy_Bliss=5.68, Synergy_Loewe=5.10, Synergy_HSA=5.16. (2) Drug 1: CN(CCCl)CCCl.Cl. Drug 2: CC1CCCC2(C(O2)CC(NC(=O)CC(C(C(=O)C(C1O)C)(C)C)O)C(=CC3=CSC(=N3)C)C)C. Cell line: ACHN. Synergy scores: CSS=30.4, Synergy_ZIP=-4.75, Synergy_Bliss=-7.20, Synergy_Loewe=-5.41, Synergy_HSA=-2.56. (3) Drug 1: C1=CC(=CC=C1CC(C(=O)O)N)N(CCCl)CCCl.Cl. Drug 2: CCCCCOC(=O)NC1=NC(=O)N(C=C1F)C2C(C(C(O2)C)O)O. Cell line: SW-620. Synergy scores: CSS=7.79, Synergy_ZIP=-4.38, Synergy_Bliss=-0.481, Synergy_Loewe=-22.7, Synergy_HSA=-4.26. (4) Drug 1: C1=CC(=CC=C1CC(C(=O)O)N)N(CCCl)CCCl.Cl. Drug 2: C1C(C(OC1N2C=NC(=NC2=O)N)CO)O. Cell line: SNB-75. Synergy scores: CSS=0.295, Synergy_ZIP=1.68, Synergy_Bliss=-0.521, Synergy_Loewe=-5.90, Synergy_HSA=-5.18. (5) Drug 1: CC(CN1CC(=O)NC(=O)C1)N2CC(=O)NC(=O)C2. Drug 2: CC(C)CN1C=NC2=C1C3=CC=CC=C3N=C2N. Cell line: RXF 393. Synergy scores: CSS=11.9, Synergy_ZIP=-3.68, Synergy_Bliss=-0.681, Synergy_Loewe=-1.29, Synergy_HSA=-1.67. (6) Drug 1: CCCS(=O)(=O)NC1=C(C(=C(C=C1)F)C(=O)C2=CNC3=C2C=C(C=N3)C4=CC=C(C=C4)Cl)F. Drug 2: C#CCC(CC1=CN=C2C(=N1)C(=NC(=N2)N)N)C3=CC=C(C=C3)C(=O)NC(CCC(=O)O)C(=O)O. Cell line: KM12. Synergy scores: CSS=-3.45, Synergy_ZIP=2.35, Synergy_Bliss=-0.898, Synergy_Loewe=-5.91, Synergy_HSA=-4.16. (7) Drug 1: C1CCC(C1)C(CC#N)N2C=C(C=N2)C3=C4C=CNC4=NC=N3. Drug 2: CC1C(C(CC(O1)OC2CC(CC3=C2C(=C4C(=C3O)C(=O)C5=C(C4=O)C(=CC=C5)OC)O)(C(=O)CO)O)N)O.Cl. Cell line: 786-0. Synergy scores: CSS=39.7, Synergy_ZIP=1.95, Synergy_Bliss=1.49, Synergy_Loewe=-16.2, Synergy_HSA=2.72.